This data is from Catalyst prediction with 721,799 reactions and 888 catalyst types from USPTO. The task is: Predict which catalyst facilitates the given reaction. (1) The catalyst class is: 30. Reactant: O.[NH2:2][NH2:3].C(N(CC)CC)C.[CH2:11]([N:13]1[C:25]2[CH:24]=[CH:23][C:22]([CH:26]=O)=[CH:21][C:20]=2[C:19]2[C:14]1=[CH:15][CH:16]=[CH:17][CH:18]=2)[CH3:12]. Product: [CH2:11]([N:13]1[C:25]2[CH:24]=[CH:23][C:22]([CH:26]=[N:2][NH2:3])=[CH:21][C:20]=2[C:19]2[C:14]1=[CH:15][CH:16]=[CH:17][CH:18]=2)[CH3:12]. (2) Reactant: [C:1]1([CH:7]([C:18]2[CH:23]=[CH:22][CH:21]=[CH:20][CH:19]=2)[N:8](C2C=CC=CC=2)[C:9](=[O:11])[O-])[CH:6]=[CH:5][CH:4]=[CH:3][CH:2]=1.[CH2:24]([N:26]([CH2:46][C:47]([CH3:49])=[CH2:48])[C:27]1[N:32]=[C:31]([N:33]([CH2:38][CH3:39])[CH2:34][C:35]([CH3:37])=[CH2:36])[N:30]=[C:29]([N:40]2[CH2:45][CH2:44][NH:43][CH2:42][CH2:41]2)[N:28]=1)[CH3:25].C1CCN2C(=NCCC2)CC1. Product: [C:18]1([CH:7]([NH:8][C:9]([N:43]2[CH2:42][CH2:41][N:40]([C:29]3[N:28]=[C:27]([N:26]([CH2:24][CH3:25])[CH2:46][C:47]([CH3:49])=[CH2:48])[N:32]=[C:31]([N:33]([CH2:38][CH3:39])[CH2:34][C:35]([CH3:37])=[CH2:36])[N:30]=3)[CH2:45][CH2:44]2)=[O:11])[C:1]2[CH:2]=[CH:3][CH:4]=[CH:5][CH:6]=2)[CH:19]=[CH:20][CH:21]=[CH:22][CH:23]=1. The catalyst class is: 1. (3) Reactant: [C:1]([O:5][C:6]([NH:8][C:9]1([C:18]([OH:20])=O)[CH2:17][C:16]2[C:11](=[CH:12][CH:13]=[CH:14][CH:15]=2)[CH2:10]1)=[O:7])([CH3:4])([CH3:3])[CH3:2].Cl.[CH3:22][NH:23][O:24][CH3:25].C(N(CC)C(C)C)(C)C.CN(C(ON1N=NC2C=CC=NC1=2)=[N+](C)C)C.F[P-](F)(F)(F)(F)F. Product: [C:1]([O:5][C:6](=[O:7])[NH:8][C:9]1([C:18](=[O:20])[N:23]([O:24][CH3:25])[CH3:22])[CH2:10][C:11]2[C:16](=[CH:15][CH:14]=[CH:13][CH:12]=2)[CH2:17]1)([CH3:4])([CH3:2])[CH3:3]. The catalyst class is: 3. (4) Reactant: [Br:1][C:2]1[CH2:7][CH2:6][CH2:5][CH2:4][C:3]=1[CH:8]=O.[CH2:10]([O:12][C:13](=[O:26])[C:14]1[CH:19]=[CH:18][C:17]([N:20]2[CH2:25][CH2:24][NH:23][CH2:22][CH2:21]2)=[CH:16][CH:15]=1)[CH3:11].C(O)C.C([BH3-])#N.[Na+]. Product: [Br:1][C:2]1[CH2:7][CH2:6][CH2:5][CH2:4][C:3]=1[CH2:8][N:23]1[CH2:22][CH2:21][N:20]([C:17]2[CH:16]=[CH:15][C:14]([C:13]([O:12][CH2:10][CH3:11])=[O:26])=[CH:19][CH:18]=2)[CH2:25][CH2:24]1. The catalyst class is: 15. (5) Reactant: [CH2:1]([O:8][C@H:9]1[C:13]([CH2:16][OH:17])([CH2:14][OH:15])[O:12][C@@H:11]([N:18]2[CH:26]=[C:24]([CH3:25])[C:22](=[O:23])[NH:21][C:19]2=[O:20])[C@@H:10]1[OH:27])[C:2]1[CH:7]=[CH:6][CH:5]=[CH:4][CH:3]=1.N1C=CC=CC=1.[CH3:34][S:35](Cl)(=[O:37])=[O:36]. Product: [CH2:1]([O:8][C@H:9]1[C:13]([CH2:14][O:15][S:35]([CH3:34])(=[O:37])=[O:36])([CH2:16][O:17][S:35]([CH3:34])(=[O:37])=[O:36])[O:12][C@@H:11]([N:18]2[CH:26]=[C:24]([CH3:25])[C:22](=[O:23])[NH:21][C:19]2=[O:20])[C@@H:10]1[O:27][S:35]([CH3:34])(=[O:37])=[O:36])[C:2]1[CH:3]=[CH:4][CH:5]=[CH:6][CH:7]=1. The catalyst class is: 7. (6) Reactant: [Br:1][C:2]1[CH:7]=[C:6]([CH:8]([CH3:10])[CH3:9])[CH:5]=[CH:4][C:3]=1[NH:11][C:12]1[CH:17]=[CH:16][CH:15]=[CH:14][C:13]=1[N+:18]([O-])=O.[NH4+].[OH-].[O-]S(S([O-])=O)=O.[Na+].[Na+]. Product: [Br:1][C:2]1[CH:7]=[C:6]([CH:8]([CH3:10])[CH3:9])[CH:5]=[CH:4][C:3]=1[NH:11][C:12]1[C:13]([NH2:18])=[CH:14][CH:15]=[CH:16][CH:17]=1. The catalyst class is: 30. (7) Reactant: [Br:1][C:2]1[CH:3]=[N:4][CH:5]=[C:6]2[C:11]=1[N:10]=[C:9]([C:12]([OH:14])=O)[CH:8]=[CH:7]2.CN(C(ON1N=NC2C=CC=NC1=2)=[N+](C)C)C.F[P-](F)(F)(F)(F)F.CCN(C(C)C)C(C)C.Cl.[F:49][C:50]1([F:56])[CH2:55][CH2:54][CH2:53][NH:52][CH2:51]1. Product: [Br:1][C:2]1[CH:3]=[N:4][CH:5]=[C:6]2[C:11]=1[N:10]=[C:9]([C:12]([N:52]1[CH2:53][CH2:54][CH2:55][C:50]([F:56])([F:49])[CH2:51]1)=[O:14])[CH:8]=[CH:7]2. The catalyst class is: 3. (8) Reactant: [N:1]1[CH:6]=[CH:5][CH:4]=[C:3]([O:7][C:8]2[CH:15]=[CH:14][C:11](C=O)=[CH:10][CH:9]=2)[CH:2]=1.[C:16](NC1C=CC(S(N=[N+]=[N-])(=O)=O)=CC=1)(=O)[CH3:17].C(=O)([O-])[O-].[K+].[K+].N#N. Product: [N:1]1[CH:6]=[CH:5][CH:4]=[C:3]([O:7][C:8]#[C:15][C:14]2[CH:11]=[CH:10][CH:9]=[CH:17][CH:16]=2)[CH:2]=1. The catalyst class is: 881. (9) Reactant: [CH3:1][NH:2][C:3](=[O:5])[CH3:4].CC(C)([O-])C.[K+].[Br:12][C:13]1[CH:20]=[CH:19][C:16]([CH2:17]Br)=[CH:15][CH:14]=1.C(OC(=O)C)C. Product: [Br:12][C:13]1[CH:20]=[CH:19][C:16]([CH2:17][N:2]([CH3:1])[C:3](=[O:5])[CH3:4])=[CH:15][CH:14]=1. The catalyst class is: 20.